Dataset: Forward reaction prediction with 1.9M reactions from USPTO patents (1976-2016). Task: Predict the product of the given reaction. (1) Given the reactants [CH3:1][C@@H:2]1[CH2:6][S:5](=[O:8])(=[O:7])[NH:4][CH2:3]1.[CH3:9][C:10]1[CH:15]=[C:14]([CH3:16])[CH:13]=[CH:12][C:11]=1[N:17]1[CH2:22][CH2:21][N:20]([C:23]([C:25]2[CH:30]=[CH:29][C:28](I)=[CH:27][CH:26]=2)=[O:24])[CH2:19][CH2:18]1, predict the reaction product. The product is: [CH3:9][C:10]1[CH:15]=[C:14]([CH3:16])[CH:13]=[CH:12][C:11]=1[N:17]1[CH2:18][CH2:19][N:20]([C:23]([C:25]2[CH:30]=[CH:29][C:28]([N:4]3[CH2:3][C@H:2]([CH3:1])[CH2:6][S:5]3(=[O:8])=[O:7])=[CH:27][CH:26]=2)=[O:24])[CH2:21][CH2:22]1. (2) Given the reactants [Cl:1][C:2]1[CH:10]=[C:9]([Cl:11])[CH:8]=[CH:7][C:3]=1[C:4]([OH:6])=O.[F:12][CH:13]([F:31])[C:14]1[N:19]=[CH:18][C:17]([CH:20]([CH2:23][C:24]2([C:27]([F:30])([F:29])[F:28])[CH2:26][CH2:25]2)[CH2:21][NH2:22])=[CH:16][N:15]=1, predict the reaction product. The product is: [Cl:1][C:2]1[CH:10]=[C:9]([Cl:11])[CH:8]=[CH:7][C:3]=1[C:4]([NH:22][CH2:21][CH:20]([C:17]1[CH:16]=[N:15][C:14]([CH:13]([F:31])[F:12])=[N:19][CH:18]=1)[CH2:23][C:24]1([C:27]([F:30])([F:28])[F:29])[CH2:26][CH2:25]1)=[O:6]. (3) Given the reactants Br[CH:2]1[CH2:11][CH2:10][C:9]2[CH:8]=[C:7]([C:12]#[N:13])[CH:6]=[CH:5][C:4]=2[C:3]1=[O:14].[N-:15]=[N+:16]=[N-:17].[Na+], predict the reaction product. The product is: [N:15]([CH:2]1[CH2:11][CH2:10][C:9]2[CH:8]=[C:7]([C:12]#[N:13])[CH:6]=[CH:5][C:4]=2[C:3]1=[O:14])=[N+:16]=[N-:17]. (4) Given the reactants FC1C=CC(C(C)(C)CC(O)(C(F)(F)F)C=O)=C(OC)C=1.NC1C=CC=C2C=1C=CNC2=O.B(Br)(Br)Br.[F:38][C:39]1[CH:48]=[C:47]2[C:42]([C:43]([CH3:67])([CH3:66])[CH2:44][C:45]([OH:65])([C:61]([F:64])([F:63])[F:62])[CH:46]2[NH:49][C:50]2[CH:59]=[CH:58][CH:57]=[C:56]3[C:51]=2[CH:52]=[CH:53][NH:54][C:55]3=[O:60])=[C:41]([O:68]C)[CH:40]=1.C1(=O)C2C(=CC=CC=2)C=CN1, predict the reaction product. The product is: [F:38][C:39]1[CH:48]=[C:47]2[C:42]([C:43]([CH3:66])([CH3:67])[CH2:44][C:45]([OH:65])([C:61]([F:62])([F:64])[F:63])[CH:46]2[NH:49][C:50]2[CH:59]=[CH:58][CH:57]=[C:56]3[C:51]=2[CH:52]=[CH:53][NH:54][C:55]3=[O:60])=[C:41]([OH:68])[CH:40]=1. (5) Given the reactants [CH:1]1([C:4](=[O:17])[C:5]2[CH:10]=[CH:9][C:8]([C:11]([CH3:16])([CH3:15])[C:12]([OH:14])=[O:13])=[CH:7][CH:6]=2)[CH2:3][CH2:2]1.C[Si]([I:22])(C)C.S(=O)(O)[O-].[Na+], predict the reaction product. The product is: [I:22][CH2:3][CH2:2][CH2:1][C:4]([C:5]1[CH:10]=[CH:9][C:8]([C:11]([CH3:16])([CH3:15])[C:12]([OH:14])=[O:13])=[CH:7][CH:6]=1)=[O:17]. (6) Given the reactants [Cl:1][C:2]1[C:7]([CH3:8])=[C:6](Cl)[N:5]2[N:10]=[CH:11][C:12]([C:13]([O:15][CH2:16][CH3:17])=[O:14])=[C:4]2[N:3]=1.N.O1CCCC1, predict the reaction product. The product is: [Cl:1][C:2]1[C:7]([CH3:8])=[CH:6][N:5]2[N:10]=[CH:11][C:12]([C:13]([O:15][CH2:16][CH3:17])=[O:14])=[C:4]2[N:3]=1. (7) Given the reactants C(OC([N:8]1[CH2:13][CH2:12][CH2:11][C@H:10]([C:14]([OH:16])=[O:15])[CH2:9]1)=O)(C)(C)C.[ClH:17], predict the reaction product. The product is: [ClH:17].[NH:8]1[CH2:13][CH2:12][CH2:11][C@H:10]([C:14]([OH:16])=[O:15])[CH2:9]1.